Dataset: NCI-60 drug combinations with 297,098 pairs across 59 cell lines. Task: Regression. Given two drug SMILES strings and cell line genomic features, predict the synergy score measuring deviation from expected non-interaction effect. (1) Drug 1: C1=NC2=C(N1)C(=S)N=CN2. Drug 2: C1C(C(OC1N2C=NC3=C2NC=NCC3O)CO)O. Cell line: OVCAR-8. Synergy scores: CSS=35.6, Synergy_ZIP=-0.487, Synergy_Bliss=3.07, Synergy_Loewe=-5.06, Synergy_HSA=2.37. (2) Cell line: SK-MEL-28. Drug 2: N.N.Cl[Pt+2]Cl. Synergy scores: CSS=32.7, Synergy_ZIP=-10.2, Synergy_Bliss=-8.60, Synergy_Loewe=-20.4, Synergy_HSA=-6.45. Drug 1: C(=O)(N)NO. (3) Drug 1: C1=NC2=C(N=C(N=C2N1C3C(C(C(O3)CO)O)F)Cl)N. Drug 2: COCCOC1=C(C=C2C(=C1)C(=NC=N2)NC3=CC=CC(=C3)C#C)OCCOC.Cl. Cell line: NCI-H522. Synergy scores: CSS=21.9, Synergy_ZIP=-3.98, Synergy_Bliss=1.69, Synergy_Loewe=0.191, Synergy_HSA=0.624.